The task is: Regression. Given two drug SMILES strings and cell line genomic features, predict the synergy score measuring deviation from expected non-interaction effect.. This data is from NCI-60 drug combinations with 297,098 pairs across 59 cell lines. Synergy scores: CSS=13.3, Synergy_ZIP=-0.156, Synergy_Bliss=4.39, Synergy_Loewe=3.68, Synergy_HSA=3.94. Drug 1: CN1CCC(CC1)COC2=C(C=C3C(=C2)N=CN=C3NC4=C(C=C(C=C4)Br)F)OC. Drug 2: C#CCC(CC1=CN=C2C(=N1)C(=NC(=N2)N)N)C3=CC=C(C=C3)C(=O)NC(CCC(=O)O)C(=O)O. Cell line: NCI-H226.